Dataset: Forward reaction prediction with 1.9M reactions from USPTO patents (1976-2016). Task: Predict the product of the given reaction. (1) Given the reactants [Si]([O:8][C@H:9]1[CH2:14][C@H:13]([N:15]2[CH:23]=[N:22][C:21]3[C:16]2=[N:17][C:18]([NH2:25])=[N:19][C:20]=3Cl)[CH:12]=[CH:11][C@@H:10]1[CH2:26][O:27][Si](C(C)(C)C)(C)C)(C(C)(C)C)(C)C.C(O)(C(F)(F)F)=[O:36].O, predict the reaction product. The product is: [OH:8][C@H:9]1[CH2:14][C@H:13]([N:15]2[CH:23]=[N:22][C:21]3[C:20](=[O:36])[NH:19][C:18]([NH2:25])=[N:17][C:16]2=3)[CH:12]=[CH:11][C@@H:10]1[CH2:26][OH:27]. (2) Given the reactants C([O:8][C:9]1[C:10]([C:33]([NH:35][CH2:36][C:37]2[CH:42]=[CH:41][C:40]([F:43])=[CH:39][CH:38]=2)=[O:34])=[N:11][C:12]([C:23]([NH:25][CH2:26][C:27]2[CH:28]=[N:29][CH:30]=[CH:31][CH:32]=2)=[O:24])=[CH:13][C:14]=1[O:15]CC1C=CC=CC=1)C1C=CC=CC=1, predict the reaction product. The product is: [F:43][C:40]1[CH:39]=[CH:38][C:37]([CH2:36][NH:35][C:33]([C:10]2[C:9]([OH:8])=[C:14]([OH:15])[CH:13]=[C:12]([C:23]([NH:25][CH2:26][C:27]3[CH:28]=[N:29][CH:30]=[CH:31][CH:32]=3)=[O:24])[N:11]=2)=[O:34])=[CH:42][CH:41]=1. (3) Given the reactants [CH2:1]([O:8][C:9]([N:11]1[C@@H:15]([C:16](OC)=[O:17])[CH2:14][C@@H:13]([NH:20][C:21](=[O:27])[O:22][C:23]([CH3:26])([CH3:25])[CH3:24])[CH2:12]1)=[O:10])[C:2]1[CH:7]=[CH:6][CH:5]=[CH:4][CH:3]=1.[Li+].[Cl-].[BH4-].[Na+].C(O)C, predict the reaction product. The product is: [CH2:1]([O:8][C:9]([N:11]1[C@@H:15]([CH2:16][OH:17])[CH2:14][C@@H:13]([NH:20][C:21](=[O:27])[O:22][C:23]([CH3:25])([CH3:24])[CH3:26])[CH2:12]1)=[O:10])[C:2]1[CH:7]=[CH:6][CH:5]=[CH:4][CH:3]=1. (4) Given the reactants [CH2:1]([N:4]1[C:12](=[O:13])[C:11]2[C:6](=[CH:7][CH:8]=[C:9]([C:14]([NH:16][C@@H:17]([C:28]3[CH:33]=[CH:32][C:31]([C:34]([F:37])([F:36])[F:35])=[CH:30][CH:29]=3)[C:18]3[C:23]([C:24]([F:27])([F:26])[F:25])=[CH:22][CH:21]=[CH:20][N:19]=3)=[O:15])[CH:10]=2)[C:5]1=[O:38])[CH:2]=[CH2:3], predict the reaction product. The product is: [O:38]=[C:5]1[C:6]2[C:11](=[CH:10][C:9]([C:14]([NH:16][C@@H:17]([C:28]3[CH:33]=[CH:32][C:31]([C:34]([F:37])([F:35])[F:36])=[CH:30][CH:29]=3)[C:18]3[C:23]([C:24]([F:25])([F:26])[F:27])=[CH:22][CH:21]=[CH:20][N:19]=3)=[O:15])=[CH:8][CH:7]=2)[C:12](=[O:13])[N:4]1[CH2:1][CH2:2][CH3:3]. (5) The product is: [C:24]1([NH:30][C:31]2[N:33]=[CH:4][C:5]3[CH2:18][CH2:17][C:8]4[N:9]=[C:10]([NH2:12])[S:11][C:7]=4[C:6]=3[N:32]=2)[CH:29]=[CH:28][CH:27]=[CH:26][CH:25]=1. Given the reactants CN([CH:4]=[C:5]1[CH2:18][CH2:17][C:8]2[N:9]=[C:10]([N:12]=CN(C)C)[S:11][C:7]=2[C:6]1=O)C.[N+]([O-])(O)=O.[C:24]1([NH:30][C:31]([NH2:33])=[NH:32])[CH:29]=[CH:28][CH:27]=[CH:26][CH:25]=1.[OH-].[Na+], predict the reaction product.